This data is from NCI-60 drug combinations with 297,098 pairs across 59 cell lines. The task is: Regression. Given two drug SMILES strings and cell line genomic features, predict the synergy score measuring deviation from expected non-interaction effect. (1) Drug 2: N.N.Cl[Pt+2]Cl. Drug 1: C1=CC(=CC=C1CCCC(=O)O)N(CCCl)CCCl. Cell line: SK-MEL-28. Synergy scores: CSS=8.42, Synergy_ZIP=-3.23, Synergy_Bliss=-0.0402, Synergy_Loewe=-6.34, Synergy_HSA=-5.68. (2) Drug 1: CC(CN1CC(=O)NC(=O)C1)N2CC(=O)NC(=O)C2. Drug 2: CCC1(C2=C(COC1=O)C(=O)N3CC4=CC5=C(C=CC(=C5CN(C)C)O)N=C4C3=C2)O.Cl. Cell line: CAKI-1. Synergy scores: CSS=41.9, Synergy_ZIP=-11.6, Synergy_Bliss=-3.70, Synergy_Loewe=-1.19, Synergy_HSA=0.257. (3) Drug 2: CCCS(=O)(=O)NC1=C(C(=C(C=C1)F)C(=O)C2=CNC3=C2C=C(C=N3)C4=CC=C(C=C4)Cl)F. Synergy scores: CSS=40.4, Synergy_ZIP=12.7, Synergy_Bliss=12.3, Synergy_Loewe=-28.7, Synergy_HSA=0.281. Drug 1: C1=CC(=C2C(=C1NCCNCCO)C(=O)C3=C(C=CC(=C3C2=O)O)O)NCCNCCO. Cell line: SW-620. (4) Cell line: SF-295. Drug 2: C(CCl)NC(=O)N(CCCl)N=O. Drug 1: C1=CC(=C2C(=C1NCCNCCO)C(=O)C3=C(C=CC(=C3C2=O)O)O)NCCNCCO. Synergy scores: CSS=50.5, Synergy_ZIP=-3.08, Synergy_Bliss=-3.57, Synergy_Loewe=-37.7, Synergy_HSA=-1.97. (5) Drug 1: C1CC(C1)(C(=O)O)C(=O)O.[NH2-].[NH2-].[Pt+2]. Drug 2: CC(C)CN1C=NC2=C1C3=CC=CC=C3N=C2N. Cell line: NCI-H226. Synergy scores: CSS=-6.32, Synergy_ZIP=1.97, Synergy_Bliss=-1.78, Synergy_Loewe=-6.49, Synergy_HSA=-6.96.